From a dataset of Full USPTO retrosynthesis dataset with 1.9M reactions from patents (1976-2016). Predict the reactants needed to synthesize the given product. (1) Given the product [Cl:15][C:16]1[CH:17]=[CH:18][C:19]([OH:25])=[C:20]([C:21]2[O:1][N:2]=[C:3]([C:5]3[C:14]4[C:9](=[CH:10][CH:11]=[CH:12][CH:13]=4)[CH:8]=[CH:7][N:6]=3)[N:4]=2)[CH:24]=1, predict the reactants needed to synthesize it. The reactants are: [OH:1][NH:2][C:3]([C:5]1[C:14]2[C:9](=[CH:10][CH:11]=[CH:12][CH:13]=2)[CH:8]=[CH:7][N:6]=1)=[NH:4].[Cl:15][C:16]1[CH:24]=[C:20]([C:21](O)=O)[C:19]([OH:25])=[CH:18][CH:17]=1. (2) Given the product [F:28][C:29]1[C:34]([F:35])=[CH:33][CH:32]=[CH:31][C:30]=1[C:2]1[CH:27]=[CH:26][C:5]2[N:6]([CH:19]([CH2:24][CH3:25])[C:20]([OH:22])=[O:21])[C:7](=[N:9][C:10](=[O:18])[C:11]3[CH:16]=[CH:15][C:14]([CH3:17])=[CH:13][CH:12]=3)[S:8][C:4]=2[CH:3]=1, predict the reactants needed to synthesize it. The reactants are: Br[C:2]1[CH:27]=[CH:26][C:5]2[N:6]([CH:19]([CH2:24][CH3:25])[C:20]([O:22]C)=[O:21])[C:7](=[N:9][C:10](=[O:18])[C:11]3[CH:16]=[CH:15][C:14]([CH3:17])=[CH:13][CH:12]=3)[S:8][C:4]=2[CH:3]=1.[F:28][C:29]1[C:34]([F:35])=[CH:33][CH:32]=[CH:31][C:30]=1B(O)O.P([O-])([O-])([O-])=O.[K+].[K+].[K+]. (3) Given the product [CH3:14][O:15][CH2:16][CH2:17][NH:18][S:10]([C:7]1[CH:8]=[CH:9][C:4]([N+:1]([O-:3])=[O:2])=[CH:5][CH:6]=1)(=[O:12])=[O:11], predict the reactants needed to synthesize it. The reactants are: [N+:1]([C:4]1[CH:9]=[CH:8][C:7]([S:10](Cl)(=[O:12])=[O:11])=[CH:6][CH:5]=1)([O-:3])=[O:2].[CH3:14][O:15][CH2:16][CH2:17][NH2:18]. (4) Given the product [N:17]1[CH:22]=[CH:21][CH:20]=[CH:19][C:18]=1[NH:23][C:14]([C:12]1[CH:11]=[CH:10][CH:9]=[C:8]([C:4]2[CH:5]=[CH:6][CH:7]=[C:2]([Cl:1])[CH:3]=2)[N:13]=1)=[O:16], predict the reactants needed to synthesize it. The reactants are: [Cl:1][C:2]1[CH:3]=[C:4]([C:8]2[N:13]=[C:12]([C:14]([OH:16])=O)[CH:11]=[CH:10][CH:9]=2)[CH:5]=[CH:6][CH:7]=1.[N:17]1[CH:22]=[CH:21][CH:20]=[CH:19][C:18]=1[NH2:23]. (5) Given the product [CH2:3]([N:17]1[O:55][C:53](=[O:54])[NH:38][C:20]1=[O:24])[C@H:2]([NH2:1])[C:8]([OH:10])=[O:9].[NH2:56][C@H:57]([C:63]([O-:65])=[O:64])[CH2:58][CH2:59][C:60]([O-:62])=[O:61], predict the reactants needed to synthesize it. The reactants are: [NH2:1][C@H:2]([C:8]([O-:10])=[O:9])[CH2:3]CC([O-])=O.C1N=C(N)C2N=C[N:17]([C@@H:20]3[O:24][C@@H]4COP(O)(O[C@H]4[C@H]3O)=O)C=2N=1.CC1O[NH:38]C(=O)C=1CC(N)C(O)=O.CN[C@@H]([C:53]([OH:55])=[O:54])CC(O)=O.[NH2:56][C@H:57]([C:63]([O-:65])=[O:64])[CH2:58][CH2:59][C:60]([O-:62])=[O:61].[Ca].